This data is from Catalyst prediction with 721,799 reactions and 888 catalyst types from USPTO. The task is: Predict which catalyst facilitates the given reaction. (1) Reactant: [CH3:1][O:2][CH2:3][CH:4]([O:6][C:7]1[CH:8]=[CH:9][CH:10]=[C:11]2[C:16]=1[N:15]=[C:14]([CH3:17])[CH:13]=[CH:12]2)[CH3:5].[Se](=O)=[O:19]. Product: [CH3:1][O:2][CH2:3][CH:4]([O:6][C:7]1[CH:8]=[CH:9][CH:10]=[C:11]2[C:16]=1[N:15]=[C:14]([CH:17]=[O:19])[CH:13]=[CH:12]2)[CH3:5]. The catalyst class is: 38. (2) Reactant: Cl[CH2:2][CH:3]=O.C([O-])(O)=O.[Na+].[CH:10]([C:13]1[CH:18]=[CH:17][CH:16]=[C:15]([CH:19]([CH3:21])[CH3:20])[C:14]=1[NH:22][C:23]([C:25]1[CH:26]=[C:27]([C:33]2[CH:38]=[CH:37][CH:36]=[CH:35][CH:34]=2)[CH:28]=[C:29]([O:31][CH3:32])[CH:30]=1)=[NH:24])([CH3:12])[CH3:11].C(N)(C)C. Product: [CH:19]([C:15]1[CH:16]=[CH:17][CH:18]=[C:13]([CH:10]([CH3:11])[CH3:12])[C:14]=1[N:22]1[CH:3]=[CH:2][N:24]=[C:23]1[C:25]1[CH:26]=[C:27]([C:33]2[CH:34]=[CH:35][CH:36]=[CH:37][CH:38]=2)[CH:28]=[C:29]([O:31][CH3:32])[CH:30]=1)([CH3:21])[CH3:20]. The catalyst class is: 69. (3) Reactant: [C:1]([C@@H:4]1[CH2:9][N:8]2[CH2:10][CH2:11][CH2:12][C@H:7]2[CH2:6][N:5]1[C:13]([O:15][C:16]([CH3:19])([CH3:18])[CH3:17])=[O:14])(=O)[NH2:2].COC1C=CC(P2(=S)SP(=S)(C3C=CC(OC)=CC=3)[S:29]2)=CC=1. Product: [C:1]([C@@H:4]1[CH2:9][N:8]2[CH2:10][CH2:11][CH2:12][C@H:7]2[CH2:6][N:5]1[C:13]([O:15][C:16]([CH3:19])([CH3:18])[CH3:17])=[O:14])(=[S:29])[NH2:2]. The catalyst class is: 57.